From a dataset of Peptide-MHC class II binding affinity with 134,281 pairs from IEDB. Regression. Given a peptide amino acid sequence and an MHC pseudo amino acid sequence, predict their binding affinity value. This is MHC class II binding data. (1) The MHC is DRB1_1001 with pseudo-sequence DRB1_1001. The peptide sequence is EAKYFAATQFEPLAA. The binding affinity (normalized) is 0.602. (2) The peptide sequence is WGAIWRIDTPEVLKG. The MHC is HLA-DPA10201-DPB11401 with pseudo-sequence HLA-DPA10201-DPB11401. The binding affinity (normalized) is 0.419. (3) The peptide sequence is AAKEDFLGCLVKEIP. The MHC is DRB1_1201 with pseudo-sequence DRB1_1201. The binding affinity (normalized) is 0.221. (4) The peptide sequence is PRYVKQNTLKLATGM. The MHC is DRB1_1302 with pseudo-sequence DRB1_1302. The binding affinity (normalized) is 0.498. (5) The peptide sequence is GKKYFAATQFEPLAA. The MHC is HLA-DPA10301-DPB10402 with pseudo-sequence HLA-DPA10301-DPB10402. The binding affinity (normalized) is 1.00.